This data is from Catalyst prediction with 721,799 reactions and 888 catalyst types from USPTO. The task is: Predict which catalyst facilitates the given reaction. (1) The catalyst class is: 370. Reactant: CS[C:3]1[CH:4]=[CH:5][C:6]([CH:9]([C:17]2[NH:21][C:20]([C:22]3[N:27]=[CH:26][C:25]([CH:28]([OH:30])[CH3:29])=[CH:24][CH:23]=3)=[CH:19][CH:18]=2)[CH2:10][CH:11]2[CH2:16][CH2:15][O:14][CH2:13][CH2:12]2)=[N:7][CH:8]=1.O1CCC[CH2:32]1.O.O[O:38][S:39]([O-:41])=O.[K+]. Product: [CH3:32][S:39]([C:3]1[CH:4]=[CH:5][C:6]([CH:9]([C:17]2[NH:21][C:20]([C:22]3[N:27]=[CH:26][C:25]([CH:28]([OH:30])[CH3:29])=[CH:24][CH:23]=3)=[CH:19][CH:18]=2)[CH2:10][CH:11]2[CH2:16][CH2:15][O:14][CH2:13][CH2:12]2)=[N:7][CH:8]=1)(=[O:41])=[O:38]. (2) Reactant: Cl[C:2]1[CH:3]=[CH:4][C:5]2[N:6]=[CH:7][NH:8][C:9](=[O:12])[C:10]=2[N:11]=1.[F:13][C:14]1[CH:19]=[CH:18][C:17](B(O)O)=[CH:16][CH:15]=1.C([O-])([O-])=O.[K+].[K+].C(O)(=O)C. Product: [F:13][C:14]1[CH:19]=[CH:18][C:17]([C:2]2[CH:3]=[CH:4][C:5]3[N:6]=[CH:7][NH:8][C:9](=[O:12])[C:10]=3[N:11]=2)=[CH:16][CH:15]=1. The catalyst class is: 70.